This data is from Catalyst prediction with 721,799 reactions and 888 catalyst types from USPTO. The task is: Predict which catalyst facilitates the given reaction. (1) Reactant: [F:1][C:2]([F:31])([F:30])[C:3]1[CH:8]=[CH:7][C:6]([C:9]2[O:13][N:12]=[C:11]([CH:14]3[CH2:17][C:16]4([CH2:22][CH2:21][N:20](C(OC(C)(C)C)=O)[CH2:19][CH2:18]4)[CH2:15]3)[N:10]=2)=[CH:5][CH:4]=1.[F:32][C:33]([F:38])([F:37])[C:34]([OH:36])=[O:35]. Product: [F:32][C:33]([F:38])([F:37])[C:34]([OH:36])=[O:35].[F:30][C:2]([F:1])([F:31])[C:3]1[CH:8]=[CH:7][C:6]([C:9]2[O:13][N:12]=[C:11]([CH:14]3[CH2:17][C:16]4([CH2:18][CH2:19][NH:20][CH2:21][CH2:22]4)[CH2:15]3)[N:10]=2)=[CH:5][CH:4]=1. The catalyst class is: 4. (2) Reactant: [ClH:1].[CH:2]1([C:5](=[O:35])[CH:6]([N:14]2[CH2:19][CH2:18][CH:17]([SH:20])/[C:16](=[CH:21]/[C:22]3[N:23]=[N:24][N:25]([CH2:27][CH2:28][CH2:29][C:30]([O:32]CC)=[O:31])[N:26]=3)/[CH2:15]2)[C:7]2[CH:12]=[CH:11][CH:10]=[CH:9][C:8]=2[F:13])[CH2:4][CH2:3]1.Cl. Product: [ClH:1].[C:30]([CH2:29][CH2:28][CH2:27][N:25]1[N:24]=[N:23][C:22](/[CH:21]=[C:16]2\[CH2:15][N:14]([CH:6]([C:7]3[CH:12]=[CH:11][CH:10]=[CH:9][C:8]=3[F:13])[C:5]([CH:2]3[CH2:4][CH2:3]3)=[O:35])[CH2:19][CH2:18][CH:17]\2[SH:20])=[N:26]1)([OH:32])=[O:31]. The catalyst class is: 10. (3) Reactant: C[O:2][C:3](=O)[CH2:4][CH2:5][C:6]1[CH:11]=[CH:10][C:9]([CH3:12])=[CH:8][CH:7]=1.O.[OH-].[Na+]. Product: [C:9]1([CH3:12])[CH:8]=[CH:7][C:6]([CH2:5][CH2:4][CH2:3][OH:2])=[CH:11][CH:10]=1. The catalyst class is: 7. (4) Reactant: [CH2:1]([C:3]([C:14]1[CH:19]=[CH:18][C:17]([O:20][S:21]([C:24]([F:27])([F:26])[F:25])(=[O:23])=[O:22])=[C:16]([CH3:28])[CH:15]=1)([C:6]1[CH:11]=[CH:10][C:9]([OH:12])=[C:8]([CH3:13])[CH:7]=1)[CH2:4][CH3:5])[CH3:2].CCN(CC)CC.[C:36](Cl)(=[O:41])[C:37]([CH3:40])([CH3:39])[CH3:38].O. Product: [CH2:1]([C:3]([C:6]1[CH:11]=[CH:10][C:9]([O:12][C:36](=[O:41])[C:37]([CH3:40])([CH3:39])[CH3:38])=[C:8]([CH3:13])[CH:7]=1)([C:14]1[CH:19]=[CH:18][C:17]([O:20][S:21]([C:24]([F:26])([F:25])[F:27])(=[O:23])=[O:22])=[C:16]([CH3:28])[CH:15]=1)[CH2:4][CH3:5])[CH3:2]. The catalyst class is: 2. (5) Reactant: [C:1]([O:5][C:6]([NH:8][C@@H:9]([C:13]1[CH:18]=[CH:17][C:16]([O:19][CH2:20][CH2:21][O:22][CH:23]2[CH2:28][CH2:27][CH2:26][CH2:25][O:24]2)=[CH:15][CH:14]=1)[C:10](O)=[O:11])=[O:7])([CH3:4])([CH3:3])[CH3:2].[NH:29]1[CH2:33][CH2:32][C@H:31]([OH:34])[CH2:30]1.C(N(CC)C(C)C)(C)C.F[B-](F)(F)F.N1(OC(N(C)C)=[N+](C)C)C2C=CC=CC=2N=N1. Product: [C:1]([O:5][C:6](=[O:7])[NH:8][C@@H:9]([C:13]1[CH:18]=[CH:17][C:16]([O:19][CH2:20][CH2:21][O:22][CH:23]2[CH2:28][CH2:27][CH2:26][CH2:25][O:24]2)=[CH:15][CH:14]=1)[C:10]([N:29]1[CH2:33][CH2:32][C@H:31]([OH:34])[CH2:30]1)=[O:11])([CH3:4])([CH3:3])[CH3:2]. The catalyst class is: 245. (6) Reactant: [Br:1][C:2]1[CH:3]=[C:4]2[C:8](=[C:9]([C:11]([O-:13])=[O:12])[CH:10]=1)[NH:7][CH:6]=[CH:5]2.[OH-].[Li+]. Product: [Br:1][C:2]1[CH:3]=[C:4]2[C:8](=[C:9]([C:11]([OH:13])=[O:12])[CH:10]=1)[NH:7][CH:6]=[CH:5]2. The catalyst class is: 24. (7) Reactant: [N:1]1[CH:6]=[CH:5][C:4]([NH2:7])=[CH:3][N:2]=1.C(Cl)CCl.C1C=CC2N(O)N=NC=2C=1.C(N(C(C)C)CC)(C)C.[F:31][C:32]1[CH:37]=[CH:36][C:35]([CH2:38][O:39][C:40]2[CH:48]=[CH:47][C:46]([C:49]([F:52])([F:51])[F:50])=[CH:45][C:41]=2[C:42](O)=[O:43])=[CH:34][CH:33]=1. Product: [F:31][C:32]1[CH:37]=[CH:36][C:35]([CH2:38][O:39][C:40]2[CH:48]=[CH:47][C:46]([C:49]([F:50])([F:51])[F:52])=[CH:45][C:41]=2[C:42]([NH:7][C:4]2[CH:5]=[CH:6][N:1]=[N:2][CH:3]=2)=[O:43])=[CH:34][CH:33]=1. The catalyst class is: 35. (8) Reactant: [CH:1]1([CH2:4][N:5]2[CH:9]=[C:8]([C:10]3[N:15]=[CH:14][C:13]4[CH:16]=[N:17][N:18]([C:19]5[N:24]=[C:23]([N:25]6[CH2:31][CH2:30][CH2:29][N:28](C(OC(C)(C)C)=O)[CH2:27][CH2:26]6)[CH:22]=[CH:21][CH:20]=5)[C:12]=4[CH:11]=3)[CH:7]=[N:6]2)[CH2:3][CH2:2]1. Product: [N:25]1([C:23]2[N:24]=[C:19]([N:18]3[C:12]4[CH:11]=[C:10]([C:8]5[CH:7]=[N:6][N:5]([CH2:4][CH:1]6[CH2:3][CH2:2]6)[CH:9]=5)[N:15]=[CH:14][C:13]=4[CH:16]=[N:17]3)[CH:20]=[CH:21][CH:22]=2)[CH2:31][CH2:30][CH2:29][NH:28][CH2:27][CH2:26]1. The catalyst class is: 209. (9) Reactant: Br[CH2:2][C:3]1[C:26]([Cl:27])=[CH:25][C:6]2[C:7]([N:10]([C:18]([O:20][C:21]([CH3:24])([CH3:23])[CH3:22])=[O:19])[C:11](=[O:17])[O:12][C:13]([CH3:16])([CH3:15])[CH3:14])=[N:8][O:9][C:5]=2[CH:4]=1.C([O-])([O-])=O.[K+].[K+].[CH3:34][C:35]1([CH3:46])[CH2:44][CH2:43][C:42]2[C:37](=[CH:38][CH:39]=[C:40]([OH:45])[CH:41]=2)[O:36]1. Product: [C:13]([O:12][C:11]([N:10]([C:7]1[C:6]2[CH:25]=[C:26]([Cl:27])[C:3]([CH2:2][O:45][C:40]3[CH:39]=[CH:38][C:37]4[O:36][C:35]([CH3:34])([CH3:46])[CH2:44][CH2:43][C:42]=4[CH:41]=3)=[CH:4][C:5]=2[O:9][N:8]=1)[C:18](=[O:19])[O:20][C:21]([CH3:24])([CH3:22])[CH3:23])=[O:17])([CH3:15])([CH3:16])[CH3:14]. The catalyst class is: 3.